Dataset: NCI-60 drug combinations with 297,098 pairs across 59 cell lines. Task: Regression. Given two drug SMILES strings and cell line genomic features, predict the synergy score measuring deviation from expected non-interaction effect. (1) Drug 1: CC1=C(C(=CC=C1)Cl)NC(=O)C2=CN=C(S2)NC3=CC(=NC(=N3)C)N4CCN(CC4)CCO. Drug 2: C(CC(=O)O)C(=O)CN.Cl. Cell line: EKVX. Synergy scores: CSS=10.3, Synergy_ZIP=-4.77, Synergy_Bliss=-4.21, Synergy_Loewe=-53.5, Synergy_HSA=-2.82. (2) Drug 2: C(CC(=O)O)C(=O)CN.Cl. Synergy scores: CSS=39.3, Synergy_ZIP=8.06, Synergy_Bliss=3.72, Synergy_Loewe=-0.880, Synergy_HSA=-0.304. Cell line: RPMI-8226. Drug 1: C1CCC(C1)C(CC#N)N2C=C(C=N2)C3=C4C=CNC4=NC=N3. (3) Drug 1: CS(=O)(=O)C1=CC(=C(C=C1)C(=O)NC2=CC(=C(C=C2)Cl)C3=CC=CC=N3)Cl. Synergy scores: CSS=-1.39, Synergy_ZIP=-3.28, Synergy_Bliss=-7.92, Synergy_Loewe=-18.1, Synergy_HSA=-7.79. Cell line: SN12C. Drug 2: CC1=C(N=C(N=C1N)C(CC(=O)N)NCC(C(=O)N)N)C(=O)NC(C(C2=CN=CN2)OC3C(C(C(C(O3)CO)O)O)OC4C(C(C(C(O4)CO)O)OC(=O)N)O)C(=O)NC(C)C(C(C)C(=O)NC(C(C)O)C(=O)NCCC5=NC(=CS5)C6=NC(=CS6)C(=O)NCCC[S+](C)C)O. (4) Drug 1: C1CC(C1)(C(=O)O)C(=O)O.[NH2-].[NH2-].[Pt+2]. Drug 2: CCN(CC)CCNC(=O)C1=C(NC(=C1C)C=C2C3=C(C=CC(=C3)F)NC2=O)C. Cell line: HOP-92. Synergy scores: CSS=12.5, Synergy_ZIP=-5.18, Synergy_Bliss=-4.49, Synergy_Loewe=-0.810, Synergy_HSA=-2.26. (5) Drug 1: CCC1=C2CN3C(=CC4=C(C3=O)COC(=O)C4(CC)O)C2=NC5=C1C=C(C=C5)O. Drug 2: CCN(CC)CCCC(C)NC1=C2C=C(C=CC2=NC3=C1C=CC(=C3)Cl)OC. Cell line: NCI/ADR-RES. Synergy scores: CSS=30.1, Synergy_ZIP=-11.8, Synergy_Bliss=-6.05, Synergy_Loewe=-26.6, Synergy_HSA=-1.89. (6) Drug 1: CC(C1=C(C=CC(=C1Cl)F)Cl)OC2=C(N=CC(=C2)C3=CN(N=C3)C4CCNCC4)N. Drug 2: C1=CC(=CC=C1C#N)C(C2=CC=C(C=C2)C#N)N3C=NC=N3. Cell line: SK-MEL-28. Synergy scores: CSS=-1.15, Synergy_ZIP=2.73, Synergy_Bliss=5.66, Synergy_Loewe=-0.972, Synergy_HSA=0.500. (7) Drug 1: C1=NC2=C(N1)C(=S)N=C(N2)N. Drug 2: CC(C)(C#N)C1=CC(=CC(=C1)CN2C=NC=N2)C(C)(C)C#N. Cell line: 786-0. Synergy scores: CSS=43.5, Synergy_ZIP=-1.92, Synergy_Bliss=-2.46, Synergy_Loewe=-0.962, Synergy_HSA=-0.831. (8) Drug 1: CC=C1C(=O)NC(C(=O)OC2CC(=O)NC(C(=O)NC(CSSCCC=C2)C(=O)N1)C(C)C)C(C)C. Drug 2: CC(C)NC(=O)C1=CC=C(C=C1)CNNC.Cl. Cell line: SF-539. Synergy scores: CSS=68.5, Synergy_ZIP=-3.55, Synergy_Bliss=-5.48, Synergy_Loewe=-25.6, Synergy_HSA=-2.05.